This data is from CYP2C9 inhibition data for predicting drug metabolism from PubChem BioAssay. The task is: Regression/Classification. Given a drug SMILES string, predict its absorption, distribution, metabolism, or excretion properties. Task type varies by dataset: regression for continuous measurements (e.g., permeability, clearance, half-life) or binary classification for categorical outcomes (e.g., BBB penetration, CYP inhibition). Dataset: cyp2c9_veith. (1) The drug is COc1ccc(C(=O)N2CCC3(CCCN(c4ncccn4)C3)CC2)cc1. The result is 0 (non-inhibitor). (2) The molecule is CN1CCN(c2ncnc3ccc(-c4cccc(NS(C)(=O)=O)c4)cc23)CC1. The result is 0 (non-inhibitor). (3) The drug is COc1ccc(NC(=O)N2CCCC3(CCN(C(C)=O)CC3)C2)cc1. The result is 0 (non-inhibitor). (4) The compound is CC(C)(C)NC(=O)CN(Cc1cccs1)C(=O)CCC(=O)Nc1nccs1. The result is 0 (non-inhibitor). (5) The compound is Cc1cc(NS(=O)(=O)c2ccc(N)cc2)no1. The result is 0 (non-inhibitor).